This data is from Catalyst prediction with 721,799 reactions and 888 catalyst types from USPTO. The task is: Predict which catalyst facilitates the given reaction. (1) Reactant: [CH:1]([Si:4]([CH:16]([CH3:18])[CH3:17])([CH:13]([CH3:15])[CH3:14])[O:5][CH2:6][C:7]1[CH:11]=[CH:10][O:9][C:8]=1[CH3:12])([CH3:3])[CH3:2].C([Li])(CC)C.Cl[C:25]([O:27][CH3:28])=[O:26].[Cl-].[NH4+]. Product: [CH3:28][O:27][C:25]([C:10]1[O:9][C:8]([CH3:12])=[C:7]([CH2:6][O:5][Si:4]([CH:1]([CH3:3])[CH3:2])([CH:13]([CH3:15])[CH3:14])[CH:16]([CH3:18])[CH3:17])[CH:11]=1)=[O:26]. The catalyst class is: 7. (2) Reactant: [CH2:1]([Mg]Cl)[CH3:2].[F:5][C:6]1[CH:15]=[CH:14][CH:13]=[C:12]2[C:7]=1[CH:8]=[CH:9][C:10]([CH:16]=[O:17])=[CH:11]2. Product: [F:5][C:6]1[CH:15]=[CH:14][CH:13]=[C:12]2[C:7]=1[CH:8]=[CH:9][C:10]([CH:16]([OH:17])[CH2:1][CH3:2])=[CH:11]2. The catalyst class is: 1. (3) Reactant: [CH3:1][NH:2][C:3]1[CH:8]=[CH:7][C:6]([NH:9][C:10](=[O:29])[NH:11][C:12]2[CH:28]=[CH:27][C:15]([O:16][C:17]3[CH:22]=[CH:21][N:20]=[C:19]([C:23]([NH:25][CH3:26])=[O:24])[CH:18]=3)=[CH:14][CH:13]=2)=[CH:5][CH:4]=1.[C:30](Cl)(=[O:33])[CH:31]=[CH2:32]. Product: [CH3:1][N:2]([C:3]1[CH:8]=[CH:7][C:6]([NH:9][C:10](=[O:29])[NH:11][C:12]2[CH:28]=[CH:27][C:15]([O:16][C:17]3[CH:22]=[CH:21][N:20]=[C:19]([C:23]([NH:25][CH3:26])=[O:24])[CH:18]=3)=[CH:14][CH:13]=2)=[CH:5][CH:4]=1)[C:30](=[O:33])[CH:31]=[CH2:32]. The catalyst class is: 37. (4) Reactant: [CH2:1]([C:5]1[C:13]2[C:8](=[CH:9][CH:10]=[C:11]([C:14]([O:16]CC)=[O:15])[CH:12]=2)[NH:7][CH:6]=1)[CH2:2][CH2:3][CH3:4].[OH-].[Na+].Cl. Product: [CH2:1]([C:5]1[C:13]2[C:8](=[CH:9][CH:10]=[C:11]([C:14]([OH:16])=[O:15])[CH:12]=2)[NH:7][CH:6]=1)[CH2:2][CH2:3][CH3:4]. The catalyst class is: 5. (5) Reactant: N(C(OCC)=O)=NC(OCC)=O.[I:13][C:14]1[CH:25]=[CH:24][C:17]2[NH:18][C:19](=[O:23])[O:20][C:21](=[O:22])[C:16]=2[CH:15]=1.C1(P(C2C=CC=CC=2)C2C=CC=CC=2)C=CC=CC=1.[CH2:45](O)[CH2:46][CH:47]([CH3:49])[CH3:48]. Product: [I:13][C:14]1[CH:25]=[CH:24][C:17]2[N:18]([CH2:45][CH2:46][CH:47]([CH3:49])[CH3:48])[C:19](=[O:23])[O:20][C:21](=[O:22])[C:16]=2[CH:15]=1. The catalyst class is: 22. (6) Reactant: [C:1]([O:5][C:6](=[O:13])[NH:7][CH2:8][CH2:9][CH2:10][CH2:11][NH2:12])([CH3:4])([CH3:3])[CH3:2].[C:14]([C:17]1[CH:22]=[N:21][CH:20]=[CH:19][N:18]=1)(=O)[CH3:15].[BH4-].[Na+]. Product: [C:1]([O:5][C:6](=[O:13])[NH:7][CH2:8][CH2:9][CH2:10][CH2:11][NH:12][CH:14]([C:17]1[CH:22]=[N:21][CH:20]=[CH:19][N:18]=1)[CH3:15])([CH3:4])([CH3:2])[CH3:3]. The catalyst class is: 5. (7) Reactant: [Cl:1][C:2]1[CH:7]=[CH:6][C:5]([CH2:8][C:9]2[C:18]3[C:13](=[CH:14][CH:15]=[CH:16][CH:17]=3)[C:12](=[O:19])[N:11]([CH2:20][C@H:21]3[CH2:25][CH2:24][CH2:23][NH:22]3)[N:10]=2)=[CH:4][CH:3]=1.[C:26]([O:30][CH3:31])(=[O:29])[CH:27]=[CH2:28]. Product: [Cl:1][C:2]1[CH:7]=[CH:6][C:5]([CH2:8][C:9]2[C:18]3[C:13](=[CH:14][CH:15]=[CH:16][CH:17]=3)[C:12](=[O:19])[N:11]([CH2:20][C@H:21]3[CH2:25][CH2:24][CH2:23][N:22]3[CH2:28][CH2:27][C:26]([O:30][CH3:31])=[O:29])[N:10]=2)=[CH:4][CH:3]=1. The catalyst class is: 7. (8) Reactant: C([O:3][C:4]([C:6]1[N:7]([CH2:11][C:12]2[CH:17]=[CH:16][C:15]([Br:18])=[CH:14][CH:13]=2)[N:8]=[CH:9][CH:10]=1)=O)C.[BH4-].[Na+].[Cl-].[Cl-].[Ca+2]. Product: [Br:18][C:15]1[CH:16]=[CH:17][C:12]([CH2:11][N:7]2[C:6]([CH2:4][OH:3])=[CH:10][CH:9]=[N:8]2)=[CH:13][CH:14]=1. The catalyst class is: 14. (9) Reactant: I[C:2]1[CH:7]=[CH:6][C:5]([OH:8])=[CH:4][CH:3]=1.[F:9][C:10]1[CH:17]=[CH:16][C:13]([CH:14]=[CH2:15])=[CH:12][CH:11]=1.C(=O)([O-])[O-].[Cs+].[Cs+].Cl. Product: [F:9][C:10]1[CH:17]=[CH:16][C:13](/[CH:14]=[CH:15]/[C:2]2[CH:7]=[CH:6][C:5]([OH:8])=[CH:4][CH:3]=2)=[CH:12][CH:11]=1. The catalyst class is: 203. (10) Reactant: CO[CH:3](OC)[C:4]1[CH:5]=[C:6](C=[CH:18][C:19]=1[CH:20]([C:25]1[CH:30]=[CH:29][CH:28]=[CH:27][C:26]=1[F:31])[CH2:21][N+:22]([O-])=O)[O:7][CH2:8][CH2:9][CH2:10][N:11]1[CH2:16][CH2:15][CH2:14][CH2:13][CH2:12]1.BrC1C(C(OC)OC)=CC(OCCCN2CCCCC2)=[N:39]C=1.[Li]CCCC.FC1C=CC=CC=1C=C[N+]([O-])=O. Product: [F:31][C:26]1[CH:27]=[CH:28][CH:29]=[CH:30][C:25]=1[CH:20]1[C:19]2[C:4](=[CH:5][C:6]([O:7][CH2:8][CH2:9][CH2:10][N:11]3[CH2:16][CH2:15][CH2:14][CH2:13][CH2:12]3)=[N:39][CH:18]=2)[CH2:3][NH:22][CH2:21]1. The catalyst class is: 559.